The task is: Predict the reaction yield, written as a fraction of the theoretical maximum amount of product (1.0 means a 100% yield; for example, 0.34 means a 34% yield).. This data is from Reaction yield outcomes from USPTO patents with 853,638 reactions. (1) The product is [Br:17][C:18]1[N:19]=[C:20]([C:25]([NH:1][C@H:2]2[CH2:7][CH2:6][N:5]([C:8]([O:10][C:11]([CH3:12])([CH3:13])[CH3:14])=[O:9])[CH2:4][C@H:3]2[O:15][CH3:16])=[O:26])[NH:21][C:22]=1[CH2:23][CH3:24]. No catalyst specified. The yield is 0.920. The reactants are [NH2:1][C@H:2]1[CH2:7][CH2:6][N:5]([C:8]([O:10][C:11]([CH3:14])([CH3:13])[CH3:12])=[O:9])[CH2:4][C@H:3]1[O:15][CH3:16].[Br:17][C:18]1[N:19]=[C:20]([C:25](O)=[O:26])[NH:21][C:22]=1[CH2:23][CH3:24].CCN=C=NCCCN(C)C.Cl.C1C=CC2N(O)N=NC=2C=1. (2) The reactants are COC1C=CC(P2(SP(C3C=CC(OC)=CC=3)(=S)S2)=[S:10])=CC=1.[C:23]([C:25]1[C:30]2[N:31]=[C:32]([C:34]([NH2:36])=O)[O:33][C:29]=2[C:28]([F:37])=[C:27]([C:38]2[CH:43]=[CH:42][CH:41]=[CH:40][CH:39]=2)[C:26]=1[CH3:44])#[N:24]. The catalyst is C1(C)C=CC=CC=1. The product is [C:23]([C:25]1[C:30]2[N:31]=[C:32]([C:34](=[S:10])[NH2:36])[O:33][C:29]=2[C:28]([F:37])=[C:27]([C:38]2[CH:43]=[CH:42][CH:41]=[CH:40][CH:39]=2)[C:26]=1[CH3:44])#[N:24]. The yield is 0.418. (3) The reactants are [CH3:1][O:2][C:3]1[C:8]([O:9][CH3:10])=[CH:7][C:6]([C:11]2[N:12]=[N:13][N:14]([C:16]3[CH:21]=[CH:20][C:19]([S:22][CH2:23][CH2:24][N:25]4[CH2:34][CH2:33][C:32]5[C:27](=[CH:28][C:29]([O:37][CH3:38])=[C:30]([O:35][CH3:36])[CH:31]=5)[CH2:26]4)=[CH:18][CH:17]=3)[N:15]=2)=[C:5]([N+:39]([O-])=O)[CH:4]=1.Cl.[H][H]. The catalyst is [Fe].CO. The product is [CH3:36][O:35][C:30]1[CH:31]=[C:32]2[C:27](=[CH:28][C:29]=1[O:37][CH3:38])[CH2:26][N:25]([CH2:24][CH2:23][S:22][C:19]1[CH:20]=[CH:21][C:16]([N:14]3[N:13]=[N:12][C:11]([C:6]4[CH:7]=[C:8]([O:9][CH3:10])[C:3]([O:2][CH3:1])=[CH:4][C:5]=4[NH2:39])=[N:15]3)=[CH:17][CH:18]=1)[CH2:34][CH2:33]2. The yield is 0.790. (4) The reactants are [Cl:1][C:2]1[CH:7]=[CH:6][C:5]([C:8]2[CH:16]=[CH:15][CH:14]=[C:13]3[C:9]=2[CH2:10][C:11](=[O:17])[NH:12]3)=[CH:4][CH:3]=1.[CH3:18][C:19]1[C:23]([CH2:24][CH2:25][C:26]([N:28]2[CH2:33][CH2:32][N:31]([CH3:34])[CH2:30][CH2:29]2)=[O:27])=[C:22]([CH3:35])[NH:21][C:20]=1[CH:36]=O. The catalyst is C(O)C.N1CCCCC1. The product is [Cl:1][C:2]1[CH:3]=[CH:4][C:5]([C:8]2[CH:16]=[CH:15][CH:14]=[C:13]3[C:9]=2[C:10](=[CH:36][C:20]2[NH:21][C:22]([CH3:35])=[C:23]([CH2:24][CH2:25][C:26]([N:28]4[CH2:29][CH2:30][N:31]([CH3:34])[CH2:32][CH2:33]4)=[O:27])[C:19]=2[CH3:18])[C:11](=[O:17])[NH:12]3)=[CH:6][CH:7]=1. The yield is 0.380. (5) The reactants are [CH3:1][S:2]([C:5]1[CH:17]=[CH:16][CH:15]=[CH:14][C:6]=1[O:7][CH2:8][C:9]([O:11]CC)=O)(=[O:4])=[O:3].[NH2:18][CH2:19][CH:20]([OH:31])[CH2:21][N:22]1[CH2:30][C:29]2[C:24](=[CH:25][CH:26]=[CH:27][CH:28]=2)[CH2:23]1. The catalyst is CCO. The product is [OH:31][CH:20]([CH2:21][N:22]1[CH2:23][C:24]2[C:29](=[CH:28][CH:27]=[CH:26][CH:25]=2)[CH2:30]1)[CH2:19][NH:18][C:9](=[O:11])[CH2:8][O:7][C:6]1[CH:14]=[CH:15][CH:16]=[CH:17][C:5]=1[S:2]([CH3:1])(=[O:3])=[O:4]. The yield is 0.140. (6) The reactants are [Br:1][C:2]1[CH:3]=[C:4]([CH2:10][CH2:11][C:12]([O:14]C)=[O:13])[CH:5]=[C:6]([Br:9])[C:7]=1[OH:8].C([O:19][C:20]1[CH:25]=[CH:24][CH:23]=[C:22]([CH2:26]Br)[CH:21]=1)(=O)C. No catalyst specified. The product is [Br:9][C:6]1[CH:5]=[C:4]([CH2:10][CH2:11][C:12]([OH:14])=[O:13])[CH:3]=[C:2]([Br:1])[C:7]=1[O:8][CH2:26][C:22]1[CH:23]=[CH:24][CH:25]=[C:20]([OH:19])[CH:21]=1. The yield is 0.780. (7) The reactants are [F:1][C:2]1[CH:18]=[C:17]([N+:19]([O-:21])=[O:20])[CH:16]=[CH:15][C:3]=1[O:4][C:5]1[CH:10]=[CH:9][N:8]=[C:7]2[CH:11]=[C:12](I)[S:13][C:6]=12.C([O-])([O-])=O.[Cs+].[Cs+].[CH3:28][O:29][C:30]1[CH:31]=[C:32]([CH:34]=[CH:35][CH:36]=1)[NH2:33].CC1(C)C2C(=C(P(C3C=CC=CC=3)C3C=CC=CC=3)C=CC=2)OC2C(P(C3C=CC=CC=3)C3C=CC=CC=3)=CC=CC1=2. The catalyst is O1CCOCC1.CC([O-])=O.CC([O-])=O.[Pd+2]. The product is [F:1][C:2]1[CH:18]=[C:17]([N+:19]([O-:21])=[O:20])[CH:16]=[CH:15][C:3]=1[O:4][C:5]1[CH:10]=[CH:9][N:8]=[C:7]2[CH:11]=[C:12]([NH:33][C:32]3[CH:34]=[CH:35][CH:36]=[C:30]([O:29][CH3:28])[CH:31]=3)[S:13][C:6]=12. The yield is 0.590. (8) The reactants are [CH:1]1([NH2:7])[CH2:6][CH2:5][CH2:4][CH2:3][CH2:2]1.C([O:10][C:11]([C:13]1[C:14](=[O:34])[N:15]([CH2:25][C:26]2[CH:31]=[CH:30][C:29]([O:32][CH3:33])=[CH:28][CH:27]=2)[C:16]2[C:21]([C:22]=1[OH:23])=[CH:20][C:19]([Cl:24])=[CH:18][N:17]=2)=O)C. The catalyst is C1(C)C(C)=CC=CC=1. The product is [CH:1]1([NH:7][C:11]([C:13]2[C:14](=[O:34])[N:15]([CH2:25][C:26]3[CH:31]=[CH:30][C:29]([O:32][CH3:33])=[CH:28][CH:27]=3)[C:16]3[C:21]([C:22]=2[OH:23])=[CH:20][C:19]([Cl:24])=[CH:18][N:17]=3)=[O:10])[CH2:6][CH2:5][CH2:4][CH2:3][CH2:2]1. The yield is 0.890.